This data is from Full USPTO retrosynthesis dataset with 1.9M reactions from patents (1976-2016). The task is: Predict the reactants needed to synthesize the given product. (1) Given the product [Cl:32][C:33]1[CH:34]=[C:35]([F:46])[C:36]([C:39]2[CH:40]=[CH:41][C:42]([O:45][CH2:48][CH:49]3[CH:54]([NH:55][C:56](=[O:62])[O:57][C:58]([CH3:61])([CH3:60])[CH3:59])[CH2:53][CH2:52][O:51][CH2:50]3)=[CH:43][CH:44]=2)=[N:37][CH:38]=1, predict the reactants needed to synthesize it. The reactants are: P(CCCC)(CCCC)CCCC.C1CCN(C(N=NC(N2CCCCC2)=O)=O)CC1.[Cl:32][C:33]1[CH:34]=[C:35]([F:46])[C:36]([C:39]2[CH:44]=[CH:43][C:42]([OH:45])=[CH:41][CH:40]=2)=[N:37][CH:38]=1.O[CH2:48][CH:49]1[CH:54]([NH:55][C:56](=[O:62])[O:57][C:58]([CH3:61])([CH3:60])[CH3:59])[CH2:53][CH2:52][O:51][CH2:50]1.[OH-].[Na+]. (2) Given the product [S:1]1[C:5]2[C:6]([S:11]([Cl:10])(=[O:13])=[O:12])=[CH:7][CH:8]=[CH:9][C:4]=2[CH:3]=[N:2]1, predict the reactants needed to synthesize it. The reactants are: [S:1]1[C:5]2[CH:6]=[CH:7][CH:8]=[CH:9][C:4]=2[CH:3]=[N:2]1.[Cl:10][S:11](O)(=[O:13])=[O:12]. (3) Given the product [CH3:1][C:2]1([CH3:20])[O:6][C@H:5]([C@@H:7]([CH:18]=[CH2:19])[C@@H:8]([O:16][CH3:17])[C:9]([O:11][C:12]([CH3:13])([CH3:14])[CH3:15])=[O:10])[CH2:4][O:3]1, predict the reactants needed to synthesize it. The reactants are: [CH3:1][C:2]1([CH3:20])[O:6][C@H:5]([C@@H:7]([CH:18]=[CH2:19])[C@H:8]([O:16][CH3:17])[C:9]([O:11][C:12]([CH3:15])([CH3:14])[CH3:13])=[O:10])[CH2:4][O:3]1. (4) Given the product [Cl:1][C:2]1[N:7]=[C:6]([C:8]2[CH:13]=[CH:12][C:11]([OH:14])=[CH:10][CH:9]=2)[CH:5]=[CH:4][N:3]=1, predict the reactants needed to synthesize it. The reactants are: [Cl:1][C:2]1[N:7]=[C:6]([C:8]2[CH:13]=[CH:12][C:11]([O:14]C)=[CH:10][CH:9]=2)[CH:5]=[CH:4][N:3]=1.B(Br)(Br)Br. (5) Given the product [OH:8][C:9]1[CH:17]=[CH:16][CH:15]=[C:14]2[C:10]=1[CH:11]=[CH:12][N:13]2[CH2:18][CH2:19][N:20]([CH2:28][C@H:29]([OH:36])[C:30]1[CH:31]=[N:32][CH:33]=[CH:34][CH:35]=1)[C:21](=[O:27])[O:22][C:23]([CH3:24])([CH3:26])[CH3:25], predict the reactants needed to synthesize it. The reactants are: [Si]([O:8][C:9]1[CH:17]=[CH:16][CH:15]=[C:14]2[C:10]=1[CH:11]=[CH:12][N:13]2[CH2:18][CH2:19][N:20]([CH2:28][C@H:29]([OH:36])[C:30]1[CH:31]=[N:32][CH:33]=[CH:34][CH:35]=1)[C:21](=[O:27])[O:22][C:23]([CH3:26])([CH3:25])[CH3:24])(C(C)(C)C)(C)C.[F-].C([N+](CCCC)(CCCC)CCCC)CCC. (6) Given the product [O:32]=[C:30]1[C:33]2[CH:34]=[C:19]([S:18][CH2:17][C:14]([OH:16])=[O:15])[CH:20]=[CH:21][C:22]=2[O:23][CH2:24][C:25]2[CH:29]=[CH:28][S:27][C:26]1=2, predict the reactants needed to synthesize it. The reactants are: FC(F)(F)C(OC(=O)C(F)(F)F)=O.[C:14]([CH2:17][S:18][C:19]1[CH:34]=[CH:33][C:22]([O:23][CH2:24][C:25]2[CH:29]=[CH:28][S:27][C:26]=2[C:30]([OH:32])=O)=[CH:21][CH:20]=1)([OH:16])=[O:15]. (7) Given the product [Cl:1][C:2]1[CH:7]=[C:6]([CH3:8])[CH:5]=[CH:4][C:3]=1[NH:9][C:10]([CH2:11][C@@H:12]([C:17]1[C:21]([CH:22]2[CH2:23][CH2:24]2)=[C:20]([C:25]2[S:29][C:28]([CH2:30][CH:31]([CH3:32])[CH3:33])=[N:27][CH:26]=2)[O:19][N:18]=1)[CH2:13][CH2:14][C:15]([OH:36])=[O:16])=[O:34], predict the reactants needed to synthesize it. The reactants are: [Cl:1][C:2]1[CH:7]=[C:6]([CH3:8])[CH:5]=[CH:4][C:3]=1[NH:9][C:10](=[O:34])[CH2:11][C@@H:12]([C:17]1[C:21]([CH:22]2[CH2:24][CH2:23]2)=[C:20]([C:25]2[S:29][C:28]([CH2:30][CH:31]([CH3:33])[CH3:32])=[N:27][CH:26]=2)[O:19][N:18]=1)[CH2:13][CH2:14][CH2:15][OH:16].P([O-])([O-])([O-])=[O:36].Cl([O-])=O.[Na+].Cl[O-].[Na+].S([O-])([O-])=O.[Na+].[Na+]. (8) Given the product [N:1]1[CH:6]=[CH:5][CH:4]=[CH:3][C:2]=1[CH2:7][S:8][CH2:9][C@H:10]([NH:15][CH:16]([C:21]1[CH:26]=[CH:25][C:24]([F:27])=[CH:23][CH:22]=1)[C:17]([F:20])([F:18])[F:19])[C:11]([OH:13])=[O:12], predict the reactants needed to synthesize it. The reactants are: [N:1]1[CH:6]=[CH:5][CH:4]=[CH:3][C:2]=1[CH2:7][S:8][CH2:9][C@H:10]([NH:15][CH:16]([C:21]1[CH:26]=[CH:25][C:24]([F:27])=[CH:23][CH:22]=1)[C:17]([F:20])([F:19])[F:18])[C:11]([O:13]C)=[O:12].[OH-].[Na+].